From a dataset of Forward reaction prediction with 1.9M reactions from USPTO patents (1976-2016). Predict the product of the given reaction. Given the reactants Cl.Cl.[NH2:3][C@H:4]([C:6]1[N:7]([C:18]2[CH:23]=[CH:22][CH:21]=[CH:20][CH:19]=2)[C:8]2[C:14]([CH2:15][OH:16])=[C:13]([F:17])[CH:12]=[CH:11][C:9]=2[N:10]=1)[CH3:5].[NH2:24][C:25]1[C:30]([C:31]#[N:32])=[C:29](Cl)[N:28]=[CH:27][N:26]=1.CCN(C(C)C)C(C)C, predict the reaction product. The product is: [NH2:24][C:25]1[C:30]([C:31]#[N:32])=[C:29]([NH:3][C@H:4]([C:6]2[N:7]([C:18]3[CH:23]=[CH:22][CH:21]=[CH:20][CH:19]=3)[C:8]3[C:14]([CH2:15][OH:16])=[C:13]([F:17])[CH:12]=[CH:11][C:9]=3[N:10]=2)[CH3:5])[N:28]=[CH:27][N:26]=1.